Dataset: NCI-60 drug combinations with 297,098 pairs across 59 cell lines. Task: Regression. Given two drug SMILES strings and cell line genomic features, predict the synergy score measuring deviation from expected non-interaction effect. Drug 1: C1CCC(CC1)NC(=O)N(CCCl)N=O. Drug 2: CN(CCCl)CCCl.Cl. Cell line: HCT-15. Synergy scores: CSS=48.3, Synergy_ZIP=2.02, Synergy_Bliss=9.82, Synergy_Loewe=-1.09, Synergy_HSA=8.23.